From a dataset of Reaction yield outcomes from USPTO patents with 853,638 reactions. Predict the reaction yield, written as a fraction of the theoretical maximum amount of product (1.0 means a 100% yield; for example, 0.34 means a 34% yield). (1) The reactants are [C:1]1([C:26]2[CH:31]=[CH:30][CH:29]=[CH:28][CH:27]=2)[CH:6]=[CH:5][C:4]([C:7]2[N:8]=[C:9](/[CH:16]=[CH:17]/[C:18]3[CH:23]=[CH:22][C:21]([O:24][CH3:25])=[CH:20][CH:19]=3)[N:10]([CH2:12][C:13]([OH:15])=O)[CH:11]=2)=[CH:3][CH:2]=1.[CH3:32][CH:33]([NH2:44])[C:34]1[C:43]2[C:38](=[CH:39][CH:40]=[CH:41][CH:42]=2)[CH:37]=[CH:36][CH:35]=1. No catalyst specified. The product is [C:1]1([C:26]2[CH:27]=[CH:28][CH:29]=[CH:30][CH:31]=2)[CH:6]=[CH:5][C:4]([C:7]2[N:8]=[C:9](/[CH:16]=[CH:17]/[C:18]3[CH:19]=[CH:20][C:21]([O:24][CH3:25])=[CH:22][CH:23]=3)[N:10]([CH2:12][C:13]([NH:44][CH:33]([C:34]3[C:43]4[C:38](=[CH:39][CH:40]=[CH:41][CH:42]=4)[CH:37]=[CH:36][CH:35]=3)[CH3:32])=[O:15])[CH:11]=2)=[CH:3][CH:2]=1. The yield is 0.880. (2) The product is [C:19]([O:23][C:24]([NH:26][CH2:27][CH2:28][N:29]1[C:33]([C:34]([O:36][CH2:37][CH3:38])=[O:35])=[CH:32][C:31]([OH:39])=[N:30]1)=[O:25])([CH3:22])([CH3:21])[CH3:20]. The catalyst is C1COCC1.O. The yield is 0.830. The reactants are [F-].C([N+](CCCC)(CCCC)CCCC)CCC.[C:19]([O:23][C:24]([NH:26][CH2:27][CH2:28][N:29]1[C:33]([C:34]([O:36][CH2:37][CH3:38])=[O:35])=[CH:32][C:31]([O:39][Si](C(C)(C)C)(C)C)=[N:30]1)=[O:25])([CH3:22])([CH3:21])[CH3:20]. (3) The reactants are [CH3:1][O:2][C:3]1[C:4]([N:13]2[C:22]3[C:17](=[CH:18][C:19]([S:23](OC4C(F)=C(F)C(F)=C(F)C=4F)(=[O:25])=[O:24])=[CH:20][CH:21]=3)[CH:16]=[CH:15][C:14]2=[O:38])=[CH:5][C:6]2[C:11]([CH:12]=1)=[CH:10][CH:9]=[CH:8][CH:7]=2.[NH2:39][C:40]1[CH:44]=[CH:43][O:42][N:41]=1.C1COCC1.C[Si]([N-][Si](C)(C)C)(C)C.[Li+]. The catalyst is Cl.CCOC(C)=O. The product is [O:42]1[CH:43]=[CH:44][C:40]([NH:39][S:23]([C:19]2[CH:18]=[C:17]3[C:22](=[CH:21][CH:20]=2)[N:13]([C:4]2[C:3]([O:2][CH3:1])=[CH:12][C:11]4[C:6](=[CH:7][CH:8]=[CH:9][CH:10]=4)[CH:5]=2)[C:14](=[O:38])[CH:15]=[CH:16]3)(=[O:24])=[O:25])=[N:41]1. The yield is 0.860. (4) The reactants are [F:1][C:2]1[C:12]([NH:13][CH2:14][C:15]2[CH:20]=[C:19]([C:21]3[CH:26]=[CH:25][CH:24]=[C:23]([F:27])[CH:22]=3)[CH:18]=[CH:17][C:16]=2[F:28])=[C:11]([F:29])[CH:10]=[CH:9][C:3]=1[O:4][CH2:5][C:6]([OH:8])=[O:7].[O:30]1[CH2:35][CH2:34][N:33]([CH2:36][CH2:37]O)[CH2:32][CH2:31]1.CN(C(ON1N=NC2C=CC=NC1=2)=[N+](C)C)C.F[P-](F)(F)(F)(F)F.O. The catalyst is C(Cl)Cl.CN(C=O)C. The product is [F:1][C:2]1[C:12]([NH:13][CH2:14][C:15]2[CH:20]=[C:19]([C:21]3[CH:26]=[CH:25][CH:24]=[C:23]([F:27])[CH:22]=3)[CH:18]=[CH:17][C:16]=2[F:28])=[C:11]([F:29])[CH:10]=[CH:9][C:3]=1[O:4][CH2:5][C:6]([O:8][CH2:37][CH2:36][N:33]1[CH2:34][CH2:35][O:30][CH2:31][CH2:32]1)=[O:7]. The yield is 0.700. (5) The reactants are [Br:1][C:2]1[CH:3]=[C:4]2[C:8](=[CH:9][CH:10]=1)[N:7](C(=O)C)[CH2:6][CH2:5]2.C([O-])([O-])=O.[Na+].[Na+]. The catalyst is Cl. The product is [Br:1][C:2]1[CH:3]=[C:4]2[C:8](=[CH:9][CH:10]=1)[NH:7][CH2:6][CH2:5]2. The yield is 0.550. (6) The reactants are [CH3:1][N:2]([CH3:13])[C:3]1[N:8]=[C:7]([C:9](F)(F)F)[CH:6]=[CH:5][N:4]=1.[OH-:14].[Na+].[C:16](=O)([O-])[OH:17].[Na+].CI. The catalyst is C(OCC)(=O)C.O.CO. The product is [CH3:1][N:2]([CH3:13])[C:3]1[N:8]=[C:7]([C:9]([O:17][CH3:16])=[O:14])[CH:6]=[CH:5][N:4]=1. The yield is 0.0930. (7) The reactants are [C:1]1(=O)[CH2:5][CH2:4][CH2:3][CH2:2]1.BrBr.[Cl:9][C:10]1[CH:11]=[CH:12][C:13]([C@:16]([NH:38][C:39]([NH2:41])=[S:40])([C:24]2[CH:29]=[C:28]([O:30][C:31]([F:36])([F:35])[CH:32]([F:34])[F:33])[CH:27]=[C:26]([F:37])[CH:25]=2)[CH2:17][C:18]2[CH:23]=[CH:22][CH:21]=[CH:20][CH:19]=2)=[N:14][CH:15]=1. The catalyst is CCO. The product is [Cl:9][C:10]1[CH:11]=[CH:12][C:13]([C@:16]([NH:38][C:39]2[S:40][C:1]3[CH2:5][CH2:4][CH2:3][C:2]=3[N:41]=2)([C:24]2[CH:29]=[C:28]([O:30][C:31]([F:35])([F:36])[CH:32]([F:33])[F:34])[CH:27]=[C:26]([F:37])[CH:25]=2)[CH2:17][C:18]2[CH:19]=[CH:20][CH:21]=[CH:22][CH:23]=2)=[N:14][CH:15]=1. The yield is 0.270. (8) The reactants are [CH:1]([C:3]1[C:21]([OH:22])=[CH:20][CH:19]=[CH:18][C:4]=1[CH2:5][CH2:6][N:7]1[CH2:12][CH2:11][CH:10]([C:13]([O:15]CC)=[O:14])[CH2:9][CH2:8]1)=[O:2].[OH-].[Na+].Cl. The catalyst is C1COCC1. The product is [CH:1]([C:3]1[C:21]([OH:22])=[CH:20][CH:19]=[CH:18][C:4]=1[CH2:5][CH2:6][N:7]1[CH2:8][CH2:9][CH:10]([C:13]([OH:15])=[O:14])[CH2:11][CH2:12]1)=[O:2]. The yield is 0.290. (9) The reactants are [C:1]([C:3]1[CH:4]=[C:5]([C:14]([O:16]CC)=[O:15])[S:6][C:7]=1[N:8]1[CH2:13][CH2:12][O:11][CH2:10][CH2:9]1)#[N:2].[OH-].[Na+]. The catalyst is C1COCC1.CO.O. The product is [C:1]([C:3]1[CH:4]=[C:5]([C:14]([OH:16])=[O:15])[S:6][C:7]=1[N:8]1[CH2:13][CH2:12][O:11][CH2:10][CH2:9]1)#[N:2]. The yield is 0.880. (10) The reactants are [CH3:1][O:2][C:3]([O:6][CH3:7])([CH3:5])[CH3:4].[C:8]1([CH3:18])[CH:13]=CC(S(O)(=O)=O)=[CH:10][CH:9]=1.[C:19](=[O:22])([O-])O.[Na+].[CH3:24]N(C)C=O. No catalyst specified. The product is [C:8]([C:9]1([CH2:10][O:22][CH3:19])[CH2:7][O:6][C:3]([CH3:5])([CH3:4])[O:2][CH2:1]1)([CH3:18])([CH3:24])[CH3:13]. The yield is 0.820.